From a dataset of Full USPTO retrosynthesis dataset with 1.9M reactions from patents (1976-2016). Predict the reactants needed to synthesize the given product. (1) The reactants are: [C:1]([C:3](=[C:7]([S:10][CH3:11])SC)[C:4]([NH2:6])=O)#[N:2].[NH2:12][C:13]1[CH:14]=[N:15][CH:16]=[CH:17][CH:18]=1. Given the product [CH3:11][S:10][C:7]([NH:12][C:13]1[CH:14]=[N:15][CH:16]=[CH:17][CH:18]=1)=[C:3]([C:1]#[N:2])[C:4]#[N:6], predict the reactants needed to synthesize it. (2) The reactants are: [Cl-].[C:2]([CH:4]1[CH2:9][CH2:8][NH2+:7][CH2:6][CH2:5]1)#[N:3].C(N(CC)CC)C.[CH2:17]([S:19](Cl)(=[O:21])=[O:20])[CH3:18]. Given the product [CH2:17]([S:19]([N:7]1[CH2:8][CH2:9][CH:4]([C:2]#[N:3])[CH2:5][CH2:6]1)(=[O:21])=[O:20])[CH3:18], predict the reactants needed to synthesize it. (3) The reactants are: [Cl:1][C:2]1[CH:7]=[CH:6][C:5]([C:8]2[N:9]=[C:10]3[CH:15]=[CH:14][C:13]([CH3:16])=[CH:12][N:11]3[CH:17]=2)=[CH:4][CH:3]=1.O=P(Cl)(Cl)Cl.[C:23]([O-])([O-])=[O:24].[Na+].[Na+]. Given the product [Cl:1][C:2]1[CH:3]=[CH:4][C:5]([C:8]2[N:9]=[C:10]3[CH:15]=[CH:14][C:13]([CH3:16])=[CH:12][N:11]3[C:17]=2[CH:23]=[O:24])=[CH:6][CH:7]=1, predict the reactants needed to synthesize it. (4) Given the product [CH2:9]([NH:16][C:6]1[CH:5]=[CH:4][N:3]=[C:2]([Cl:1])[N:7]=1)[C:10]1[CH:15]=[CH:14][CH:13]=[CH:12][CH:11]=1, predict the reactants needed to synthesize it. The reactants are: [Cl:1][C:2]1[N:7]=[C:6](Cl)[CH:5]=[CH:4][N:3]=1.[CH2:9]([NH2:16])[C:10]1[CH:15]=[CH:14][CH:13]=[CH:12][CH:11]=1.CCN(C(C)C)C(C)C.CO. (5) Given the product [C:1]([N:4]1[C:13]2[C:8](=[CH:9][C:10]([C:14]([Cl:34])=[O:15])=[CH:11][CH:12]=2)[C@H:7]([NH:17][C:18](=[O:19])[O:20][CH2:21][C:22]2[CH:27]=[CH:26][CH:25]=[CH:24][CH:23]=2)[C@@H:6]([CH3:28])[C@@H:5]1[CH:29]1[CH2:31][CH2:30]1)(=[O:3])[CH3:2], predict the reactants needed to synthesize it. The reactants are: [C:1]([N:4]1[C:13]2[C:8](=[CH:9][C:10]([C:14](O)=[O:15])=[CH:11][CH:12]=2)[CH:7]([NH:17][C:18]([O:20][CH2:21][C:22]2[CH:27]=[CH:26][CH:25]=[CH:24][CH:23]=2)=[O:19])[CH:6]([CH3:28])[CH:5]1[CH:29]1[CH2:31][CH2:30]1)(=[O:3])[CH3:2].S(Cl)([Cl:34])=O. (6) Given the product [Cl:1][C:2]1[CH:7]=[C:6]([C:8]#[C:9][C:10]2[N:11]=[C:12]([CH3:15])[N:13]([C:17]3[N:22]=[C:21]([CH3:23])[CH:20]=[CH:19][N:18]=3)[CH:14]=2)[CH:5]=[CH:4][N:3]=1, predict the reactants needed to synthesize it. The reactants are: [Cl:1][C:2]1[CH:7]=[C:6]([C:8]#[C:9][C:10]2[N:11]=[C:12]([CH3:15])[NH:13][CH:14]=2)[CH:5]=[CH:4][N:3]=1.Cl[C:17]1[N:22]=[C:21]([CH3:23])[CH:20]=[CH:19][N:18]=1.